From a dataset of NCI-60 drug combinations with 297,098 pairs across 59 cell lines. Regression. Given two drug SMILES strings and cell line genomic features, predict the synergy score measuring deviation from expected non-interaction effect. (1) Synergy scores: CSS=15.0, Synergy_ZIP=-5.76, Synergy_Bliss=-5.20, Synergy_Loewe=-5.85, Synergy_HSA=-4.43. Drug 1: CC(CN1CC(=O)NC(=O)C1)N2CC(=O)NC(=O)C2. Cell line: A498. Drug 2: CC1=CC=C(C=C1)C2=CC(=NN2C3=CC=C(C=C3)S(=O)(=O)N)C(F)(F)F. (2) Drug 1: CC(C1=C(C=CC(=C1Cl)F)Cl)OC2=C(N=CC(=C2)C3=CN(N=C3)C4CCNCC4)N. Synergy scores: CSS=23.6, Synergy_ZIP=2.42, Synergy_Bliss=9.14, Synergy_Loewe=-1.39, Synergy_HSA=8.00. Drug 2: C1=CC=C(C(=C1)C(C2=CC=C(C=C2)Cl)C(Cl)Cl)Cl. Cell line: SW-620.